From a dataset of Catalyst prediction with 721,799 reactions and 888 catalyst types from USPTO. Predict which catalyst facilitates the given reaction. (1) Reactant: [CH:1]1([NH:4][CH2:5][C@@H:6]2[C@@H:10]([OH:11])[CH2:9][N:8]([C:12]([O:14][CH2:15][C:16]3[CH:21]=[CH:20][CH:19]=[CH:18][CH:17]=3)=[O:13])[CH2:7]2)[CH2:3][CH2:2]1.CO.[ClH:24].C(OC(C)C)(C)C. Product: [ClH:24].[CH:1]1([NH:4][CH2:5][C@@H:6]2[C@@H:10]([OH:11])[CH2:9][N:8]([C:12]([O:14][CH2:15][C:16]3[CH:17]=[CH:18][CH:19]=[CH:20][CH:21]=3)=[O:13])[CH2:7]2)[CH2:3][CH2:2]1. The catalyst class is: 13. (2) Reactant: [Na].[NH2:2][C:3]([C:7]1[CH:12]=[CH:11][C:10]([F:13])=[CH:9][C:8]=1[F:14])=[CH:4][C:5]#[N:6].[C:15](=O)([O:19]CC)[O:16][CH2:17][CH3:18].Cl. Product: [CH2:17]([O:16][C:15](=[O:19])[NH:2]/[C:3](/[C:7]1[CH:12]=[CH:11][C:10]([F:13])=[CH:9][C:8]=1[F:14])=[CH:4]\[C:5]#[N:6])[CH3:18]. The catalyst class is: 815. (3) Reactant: [Br:1]Br.[Br:3][C:4]1[CH:5]=[C:6]2[C:11](=[CH:12][CH:13]=1)[CH:10]=[C:9]([C:14](=[O:16])[CH3:15])[CH:8]=[CH:7]2. Product: [Br:1][CH2:15][C:14]([C:9]1[CH:8]=[CH:7][C:6]2[C:11](=[CH:12][CH:13]=[C:4]([Br:3])[CH:5]=2)[CH:10]=1)=[O:16]. The catalyst class is: 15. (4) Reactant: [OH:1][CH2:2][C:3]1[O:4][C:5]2[CH:11]=[CH:10][C:9]([CH:12]=[O:13])=[CH:8][C:6]=2[CH:7]=1.C(N(CC)C(C)C)(C)C.[CH3:23][O:24][CH2:25]Cl.P([O-])([O-])([O-])=O. Product: [CH3:23][O:24][CH2:25][O:1][CH2:2][C:3]1[O:4][C:5]2[CH:11]=[CH:10][C:9]([CH:12]=[O:13])=[CH:8][C:6]=2[CH:7]=1. The catalyst class is: 2. (5) Reactant: C1C=CC2N(O)N=NC=2C=1.[C:11]([NH:14][C@@H:15]([CH2:19][C:20]1[CH:25]=[CH:24][CH:23]=[CH:22][CH:21]=1)[C:16](O)=[O:17])(=[O:13])[CH3:12].CCN=C=NCCCN(C)C.Cl.[NH2:38][C@@H:39]([CH2:48][C:49]1[CH:54]=[CH:53][CH:52]=[C:51]([CH2:55][N:56]2[CH2:60][C:59](=[O:61])[N:58]([CH2:62][C:63]3[CH:68]=[CH:67][C:66]([O:69][CH3:70])=[CH:65][CH:64]=3)[S:57]2(=[O:72])=[O:71])[CH:50]=1)[C:40]([NH:42][CH2:43][CH2:44][CH2:45][CH2:46][CH3:47])=[O:41]. Product: [C:11]([NH:14][C@@H:15]([CH2:19][C:20]1[CH:21]=[CH:22][CH:23]=[CH:24][CH:25]=1)[C:16]([NH:38][C@@H:39]([CH2:48][C:49]1[CH:54]=[CH:53][CH:52]=[C:51]([CH2:55][N:56]2[CH2:60][C:59](=[O:61])[N:58]([CH2:62][C:63]3[CH:68]=[CH:67][C:66]([O:69][CH3:70])=[CH:65][CH:64]=3)[S:57]2(=[O:71])=[O:72])[CH:50]=1)[C:40]([NH:42][CH2:43][CH2:44][CH2:45][CH2:46][CH3:47])=[O:41])=[O:17])(=[O:13])[CH3:12]. The catalyst class is: 2. (6) Reactant: [CH3:1][C:2]1[N:6]([CH2:7][C:8]2[CH:13]=[CH:12][N:11]=[C:10]([N:14]3[CH2:19][CH2:18][N:17](C(OCC4C=CC=CC=4)=O)[CH2:16][CH2:15]3)[CH:9]=2)[N:5]=[C:4]([C:30]2[O:34][N:33]=[C:32]([C:35]3[CH:40]=[CH:39][C:38]([O:41][C:42]([F:45])([F:44])[F:43])=[CH:37][CH:36]=3)[N:31]=2)[N:3]=1.C[C:47]([OH:49])=[O:48]. Product: [F:45][C:42]([F:43])([F:44])[C:47]([O-:49])=[O:48].[CH3:1][C:2]1[N:6]([CH2:7][C:8]2[CH:13]=[CH:12][N:11]=[C:10]([N:14]3[CH2:19][CH2:18][NH2+:17][CH2:16][CH2:15]3)[CH:9]=2)[N:5]=[C:4]([C:30]2[O:34][N:33]=[C:32]([C:35]3[CH:36]=[CH:37][C:38]([O:41][C:42]([F:45])([F:43])[F:44])=[CH:39][CH:40]=3)[N:31]=2)[N:3]=1. The catalyst class is: 201. (7) Reactant: C(OC([N:8]1[CH2:17][CH2:16][C:15]2[C:10](=[CH:11][CH:12]=[C:13]([O:18][CH2:19][CH2:20][CH2:21][N:22]3[CH2:27][CH2:26][CH2:25][CH2:24][CH2:23]3)[CH:14]=2)[CH2:9]1)=O)(C)(C)C.[ClH:28].O1CCOCC1. Product: [ClH:28].[ClH:28].[N:22]1([CH2:21][CH2:20][CH2:19][O:18][C:13]2[CH:14]=[C:15]3[C:10](=[CH:11][CH:12]=2)[CH2:9][NH:8][CH2:17][CH2:16]3)[CH2:27][CH2:26][CH2:25][CH2:24][CH2:23]1. The catalyst class is: 2. (8) Reactant: [CH3:1][C:2]1[NH:6][CH:5]=[C:4]([C:7]([O:9][CH3:10])=[O:8])[CH:3]=1.[Cl-].[Cl-].[Cl-].[Al+3].ClC(N(C)C)=C(C)C.[F:23][C:24]1[CH:29]=[CH:28][C:27]([CH2:30][C:31](O)=[O:32])=[CH:26][C:25]=1[C:34]([N:36]1[CH2:41][CH2:40][CH:39]([O:42][CH3:43])[CH2:38][CH2:37]1)=[O:35].Cl. Product: [F:23][C:24]1[CH:29]=[CH:28][C:27]([CH2:30][C:31]([C:3]2[C:4]([C:7]([O:9][CH3:10])=[O:8])=[CH:5][NH:6][C:2]=2[CH3:1])=[O:32])=[CH:26][C:25]=1[C:34]([N:36]1[CH2:37][CH2:38][CH:39]([O:42][CH3:43])[CH2:40][CH2:41]1)=[O:35]. The catalyst class is: 2. (9) Reactant: [C:1]([O:5][C:6]([NH:8][C:9]1(C(OCC)=O)[CH:14]=[C:13]([Cl:15])[CH:12]=[CH:11][NH:10]1)=[O:7])([CH3:4])([CH3:3])[CH3:2].[BH4-].[Na+].Cl.[C:24](=O)(O)[O-:25].[Na+]. Product: [C:1]([O:5][C:6]([NH:8][C:9]1[CH:14]=[C:13]([Cl:15])[CH:12]=[C:11]([CH2:24][OH:25])[N:10]=1)=[O:7])([CH3:2])([CH3:3])[CH3:4]. The catalyst class is: 8.